This data is from Forward reaction prediction with 1.9M reactions from USPTO patents (1976-2016). The task is: Predict the product of the given reaction. (1) Given the reactants [O:1]=[C:2]1[C:6]2([CH2:11][CH2:10][N:9]([C:12]([O:14][C:15]([CH3:18])([CH3:17])[CH3:16])=[O:13])[CH2:8][CH2:7]2)[CH2:5][CH2:4][CH2:3]1.[O:19]1CC[CH2:21][CH2:20]1.C([N-]C(C)C)(C)C.[Li+].C(=O)C.[Cl-].[NH4+], predict the reaction product. The product is: [OH:19][CH:20]([CH:3]1[CH2:4][CH2:5][C:6]2([CH2:7][CH2:8][N:9]([C:12]([O:14][C:15]([CH3:18])([CH3:17])[CH3:16])=[O:13])[CH2:10][CH2:11]2)[C:2]1=[O:1])[CH3:21]. (2) Given the reactants B(Br)(Br)Br.C[O:6][C:7]1[CH:8]=[C:9]2[C:13](=[CH:14][CH:15]=1)[NH:12][N:11]=[CH:10]2.O, predict the reaction product. The product is: [NH:12]1[C:13]2[C:9](=[CH:8][C:7]([OH:6])=[CH:15][CH:14]=2)[CH:10]=[N:11]1. (3) Given the reactants Cl[C:2]1[N:7]=[CH:6][C:5]([O:8][CH2:9][CH3:10])=[CH:4][N:3]=1.[Cl:11][C:12]1[CH:13]=[C:14](B(O)O)[CH:15]=[CH:16][CH:17]=1.C([O-])([O-])=O.[Na+].[Na+], predict the reaction product. The product is: [Cl:11][C:12]1[CH:17]=[C:16]([C:2]2[N:7]=[CH:6][C:5]([O:8][CH2:9][CH3:10])=[CH:4][N:3]=2)[CH:15]=[CH:14][CH:13]=1. (4) Given the reactants Cl[C:2]1[CH:7]=[CH:6][N:5]=[CH:4][C:3]=1[C:8]1([OH:12])[CH2:11][CH2:10][CH2:9]1.[F:13][C:14]([F:19])([F:18])[C@@H:15]([OH:17])[CH3:16], predict the reaction product. The product is: [F:13][C:14]([F:19])([F:18])[C@H:15]([CH3:16])[O:17][C:2]1[CH:7]=[CH:6][N:5]=[CH:4][C:3]=1[C:8]1([OH:12])[CH2:11][CH2:10][CH2:9]1.